Dataset: Full USPTO retrosynthesis dataset with 1.9M reactions from patents (1976-2016). Task: Predict the reactants needed to synthesize the given product. (1) Given the product [CH2:1]([O:8][C:9]1[CH:18]=[CH:17][CH:16]=[C:15]2[C:10]=1[CH2:11][CH2:12][C:13]([C:20]([O:22][CH3:23])=[O:21])=[CH:14]2)[C:2]1[CH:3]=[CH:4][CH:5]=[CH:6][CH:7]=1, predict the reactants needed to synthesize it. The reactants are: [CH2:1]([O:8][C:9]1[CH:18]=[CH:17][CH:16]=[C:15]2[C:10]=1[CH2:11][CH2:12][CH:13]([C:20]([O:22][CH3:23])=[O:21])[CH:14]2O)[C:2]1[CH:7]=[CH:6][CH:5]=[CH:4][CH:3]=1.C1(C)C=CC(S(Cl)(=O)=O)=CC=1. (2) Given the product [C:21]([OH:22])(=[O:41])/[CH:16]=[CH:17]/[C:33]([OH:35])=[O:36].[CH3:6][NH:7][CH2:9][C:10]1[CH:14]=[C:13]([C:15]2[CH:20]=[CH:19][CH:18]=[CH:17][C:16]=2[CH2:21][OH:22])[N:12]([S:23]([C:26]2[CH:27]=[N:28][CH:29]=[CH:30][CH:31]=2)(=[O:25])=[O:24])[CH:11]=1, predict the reactants needed to synthesize it. The reactants are: C(O[C:6](=O)[N:7]([CH2:9][C:10]1[CH:14]=[C:13]([C:15]2[CH:20]=[CH:19][CH:18]=[CH:17][C:16]=2[CH2:21][OH:22])[N:12]([S:23]([C:26]2[CH:27]=[N:28][CH:29]=[CH:30][CH:31]=2)(=[O:25])=[O:24])[CH:11]=1)C)(C)(C)C.[C:33](=[O:36])([O-:35])O.[Na+].FC(F)(F)C(O)=[O:41]. (3) Given the product [Cl:1][C:2]1[CH:3]=[CH:4][C:5]([CH:8]([C:12]2[CH:17]=[CH:16][C:15]([C:18]3[CH:22]=[N:21][NH:20][CH:19]=3)=[CH:14][CH:13]=2)[CH2:9][N:10]2[CH:26]=[CH:27][N:23]=[CH:11]2)=[CH:6][CH:7]=1, predict the reactants needed to synthesize it. The reactants are: [Cl:1][C:2]1[CH:7]=[CH:6][C:5]([CH:8]([C:12]2[CH:17]=[CH:16][C:15]([C:18]3[CH:19]=[N:20][NH:21][CH:22]=3)=[CH:14][CH:13]=2)[CH2:9][NH:10][CH3:11])=[CH:4][CH:3]=1.[NH:23]1[CH:27]=[CH:26]N=C1. (4) Given the product [C:1]([C:5]([NH:7][C:8]1[CH:13]=[CH:12][CH:11]=[C:10]([C:14]2[CH:19]=[CH:18][C:17]([CH:20]3[CH2:27][O:21]3)=[CH:16][C:15]=2[O:22][CH:23]([CH3:25])[CH3:24])[N:9]=1)=[O:6])([CH3:4])([CH3:2])[CH3:3], predict the reactants needed to synthesize it. The reactants are: [C:1]([C:5]([NH:7][C:8]1[CH:13]=[CH:12][CH:11]=[C:10]([C:14]2[CH:19]=[CH:18][C:17]([CH:20]=[O:21])=[CH:16][C:15]=2[O:22][CH:23]([CH3:25])[CH3:24])[N:9]=1)=[O:6])([CH3:4])([CH3:3])[CH3:2].[I-].[CH3:27][S+](C)C.[OH-].[K+].C(#N)C. (5) Given the product [C:1]([O:5][C:6]([N:8]1[CH2:13][CH2:12][CH2:11][C:10]([C:16]2[N:17]([CH3:32])[C:18]3[C:23]([N:24]=2)=[C:22]([N:25]2[CH2:30][CH2:29][O:28][CH2:27][CH2:26]2)[N:21]=[C:20]([N:37]2[C:38]4[CH:44]=[CH:43][CH:42]=[CH:41][C:39]=4[N:40]=[C:36]2[CH:33]([CH3:35])[CH3:34])[N:19]=3)([O:14][CH3:15])[CH2:9]1)=[O:7])([CH3:4])([CH3:3])[CH3:2], predict the reactants needed to synthesize it. The reactants are: [C:1]([O:5][C:6]([N:8]1[CH2:13][CH2:12][CH2:11][C:10]([C:16]2[N:17]([CH3:32])[C:18]3[C:23]([N:24]=2)=[C:22]([N:25]2[CH2:30][CH2:29][O:28][CH2:27][CH2:26]2)[N:21]=[C:20](Cl)[N:19]=3)([O:14][CH3:15])[CH2:9]1)=[O:7])([CH3:4])([CH3:3])[CH3:2].[CH:33]([C:36]1[NH:37][C:38]2[CH:44]=[CH:43][CH:42]=[CH:41][C:39]=2[N:40]=1)([CH3:35])[CH3:34].CC(C1C=C(C(C)C)C(C2C=CC=CC=2P(C2CCCCC2)C2CCCCC2)=C(C(C)C)C=1)C.C([O-])([O-])=O.[Cs+].[Cs+]. (6) Given the product [Cl:42][C:41]1[N:40]=[CH:39][C:38]([C:43]2[S:47][C:46]([NH:48][C:49](=[O:51])[CH3:50])=[N:45][C:44]=2[CH3:52])=[CH:37][C:36]=1[NH:35][C:22]([NH:23][C:19]1[S:20][C:31]([CH3:32])=[N:30][C:33]=1[CH3:34])=[O:8], predict the reactants needed to synthesize it. The reactants are: C1(P(N=[N+]=[N-])(C2C=CC=CC=2)=[O:8])C=CC=CC=1.C[C:19]1[S:20]C(C(O)=O)=[C:22](C)[N:23]=1.C([N:30]([CH2:33][CH3:34])[CH2:31][CH3:32])C.[NH2:35][C:36]1[CH:37]=[C:38]([C:43]2[S:47][C:46]([NH:48][C:49](=[O:51])[CH3:50])=[N:45][C:44]=2[CH3:52])[CH:39]=[N:40][C:41]=1[Cl:42].